Task: Predict which catalyst facilitates the given reaction.. Dataset: Catalyst prediction with 721,799 reactions and 888 catalyst types from USPTO (1) Product: [CH3:1][O:2][C:3](=[O:20])[CH2:4][CH2:5][C:6]1[C:11]([O:12][CH2:13][CH2:14][CH2:15][CH2:16][CH2:17][OH:18])=[CH:10][CH:9]=[CH:8][C:7]=1[O:19][CH2:42][CH2:41][O:40][CH2:39][CH2:38][O:37][CH2:36][CH2:35][O:34][CH2:33][CH2:32][NH:31][C:29]([O:28][CH2:21][C:22]1[CH:23]=[CH:24][CH:25]=[CH:26][CH:27]=1)=[O:30]. The catalyst class is: 16. Reactant: [CH3:1][O:2][C:3](=[O:20])[CH2:4][CH2:5][C:6]1[C:11]([O:12][CH2:13][CH2:14][CH2:15][CH2:16][CH2:17][OH:18])=[CH:10][CH:9]=[CH:8][C:7]=1[OH:19].[CH2:21]([O:28][C:29]([NH:31][CH2:32][CH2:33][O:34][CH2:35][CH2:36][O:37][CH2:38][CH2:39][O:40][CH2:41][CH2:42]I)=[O:30])[C:22]1[CH:27]=[CH:26][CH:25]=[CH:24][CH:23]=1.C([O-])([O-])=O.[K+].[K+]. (2) The catalyst class is: 5. Reactant: [CH3:1][O:2][C:3]([C:5]1[S:6][C:7]([C:27]2[CH:32]=[CH:31][CH:30]=[CH:29][CH:28]=2)=[CH:8][C:9]=1[N:10]([C:18]([CH:20]1[CH2:25][CH2:24][CH:23]([CH3:26])[CH2:22][CH2:21]1)=[O:19])[CH:11]1[CH2:16][CH2:15][C:14](=[O:17])[CH2:13][CH2:12]1)=[O:4].[BH4-].[Na+]. Product: [CH3:1][O:2][C:3]([C:5]1[S:6][C:7]([C:27]2[CH:28]=[CH:29][CH:30]=[CH:31][CH:32]=2)=[CH:8][C:9]=1[N:10]([C@H:11]1[CH2:16][CH2:15][C@H:14]([OH:17])[CH2:13][CH2:12]1)[C:18]([C@H:20]1[CH2:25][CH2:24][C@H:23]([CH3:26])[CH2:22][CH2:21]1)=[O:19])=[O:4]. (3) Reactant: [CH3:1][O:2][C:3]([C:5]1[CH:6]=[C:7]2[CH:13]=[C:12]([C:14](=[O:25])[NH:15][CH:16]3[CH2:21][CH2:20][N:19]([CH:22]([CH3:24])[CH3:23])[CH2:18][CH2:17]3)[NH:11][C:8]2=[N:9][CH:10]=1)=[O:4].[H-].[Na+].Br[CH2:29][C:30]1[CH:34]=[C:33]([C:35]2[S:36][C:37]([Cl:40])=[CH:38][CH:39]=2)[O:32][N:31]=1.O. Product: [CH3:1][O:2][C:3]([C:5]1[CH:6]=[C:7]2[CH:13]=[C:12]([C:14](=[O:25])[NH:15][CH:16]3[CH2:21][CH2:20][N:19]([CH:22]([CH3:23])[CH3:24])[CH2:18][CH2:17]3)[N:11]([CH2:29][C:30]3[CH:34]=[C:33]([C:35]4[S:36][C:37]([Cl:40])=[CH:38][CH:39]=4)[O:32][N:31]=3)[C:8]2=[N:9][CH:10]=1)=[O:4]. The catalyst class is: 3. (4) Reactant: [CH3:1][S:2]([O:5][CH:6]1[CH2:10][CH2:9][N:8]([C:11]2[CH:16]=[CH:15][C:14]([N+:17]([O-:19])=[O:18])=[CH:13][CH:12]=2)[CH2:7]1)(=[O:4])=[O:3].[CH3:20][N:21]1[CH:25]=[CH:24][N:23]=[CH:22]1. Product: [CH3:1][S:2]([O-:5])(=[O:4])=[O:3].[CH3:20][N+:21]1[CH:25]=[CH:24][N:23]([CH:6]2[CH2:10][CH2:9][N:8]([C:11]3[CH:16]=[CH:15][C:14]([N+:17]([O-:19])=[O:18])=[CH:13][CH:12]=3)[CH2:7]2)[CH:22]=1. The catalyst class is: 13.